From a dataset of Forward reaction prediction with 1.9M reactions from USPTO patents (1976-2016). Predict the product of the given reaction. (1) The product is: [C:1]([O:5][C:6]([N:8]1[CH2:27][CH2:26][N:11]2[C:12](=[O:25])[C:13]3[C:18]([CH:10]2[CH2:9]1)=[CH:17][C:16]([O:19][S:38]([C:37]([F:50])([F:49])[F:36])(=[O:40])=[O:39])=[CH:15][C:14]=3[O:20][C:21]([F:23])([F:24])[F:22])=[O:7])([CH3:4])([CH3:2])[CH3:3]. Given the reactants [C:1]([O:5][C:6]([N:8]1[CH2:27][CH2:26][N:11]2[C:12](=[O:25])[C:13]3[C:18]([CH:10]2[CH2:9]1)=[CH:17][C:16]([OH:19])=[CH:15][C:14]=3[O:20][C:21]([F:24])([F:23])[F:22])=[O:7])([CH3:4])([CH3:3])[CH3:2].N1C(C)=CC=CC=1C.[F:36][C:37]([F:50])([F:49])[S:38](O[S:38]([C:37]([F:50])([F:49])[F:36])(=[O:40])=[O:39])(=[O:40])=[O:39], predict the reaction product. (2) Given the reactants [NH2:1][CH2:2][CH2:3][O:4][C@@H:5]([C:19]1[CH:24]=[CH:23][CH:22]=[C:21]([Cl:25])[CH:20]=1)[C@@H:6]1[CH2:11][CH2:10][CH2:9][N:8]([C:12]([O:14][C:15]([CH3:18])([CH3:17])[CH3:16])=[O:13])[CH2:7]1.[C:26]([N:28]=[C:29](SC)[S:30][CH3:31])#[N:27].CCN(CC)CC, predict the reaction product. The product is: [Cl:25][C:21]1[CH:20]=[C:19]([C@H:5]([O:4][CH2:3][CH2:2][NH:1][C:29](=[N:28][C:26]#[N:27])[S:30][CH3:31])[C@@H:6]2[CH2:11][CH2:10][CH2:9][N:8]([C:12]([O:14][C:15]([CH3:18])([CH3:16])[CH3:17])=[O:13])[CH2:7]2)[CH:24]=[CH:23][CH:22]=1.